From a dataset of Peptide-MHC class I binding affinity with 185,985 pairs from IEDB/IMGT. Regression. Given a peptide amino acid sequence and an MHC pseudo amino acid sequence, predict their binding affinity value. This is MHC class I binding data. (1) The peptide sequence is RIPVIVADD. The MHC is H-2-Kd with pseudo-sequence H-2-Kd. The binding affinity (normalized) is 0. (2) The peptide sequence is GAPERQRLL. The MHC is HLA-B27:05 with pseudo-sequence HLA-B27:05. The binding affinity (normalized) is 0. (3) The peptide sequence is IPFNVVSAM. The MHC is HLA-B51:01 with pseudo-sequence HLA-B51:01. The binding affinity (normalized) is 0.509. (4) The peptide sequence is KAALDLSHFL. The MHC is HLA-B42:01 with pseudo-sequence HLA-B42:01. The binding affinity (normalized) is 0.256. (5) The peptide sequence is TQIPRQMVL. The MHC is HLA-A69:01 with pseudo-sequence HLA-A69:01. The binding affinity (normalized) is 0.0847. (6) The peptide sequence is YVADALAAF. The MHC is Mamu-B8301 with pseudo-sequence Mamu-B8301. The binding affinity (normalized) is 0.